Task: Regression. Given two drug SMILES strings and cell line genomic features, predict the synergy score measuring deviation from expected non-interaction effect.. Dataset: NCI-60 drug combinations with 297,098 pairs across 59 cell lines (1) Drug 1: C1=CC=C(C=C1)NC(=O)CCCCCCC(=O)NO. Drug 2: C(=O)(N)NO. Cell line: SK-OV-3. Synergy scores: CSS=9.12, Synergy_ZIP=-2.52, Synergy_Bliss=1.50, Synergy_Loewe=-20.3, Synergy_HSA=-0.536. (2) Drug 1: CC1=C(C(=CC=C1)Cl)NC(=O)C2=CN=C(S2)NC3=CC(=NC(=N3)C)N4CCN(CC4)CCO. Drug 2: C1C(C(OC1N2C=NC(=NC2=O)N)CO)O. Cell line: MDA-MB-435. Synergy scores: CSS=2.26, Synergy_ZIP=1.59, Synergy_Bliss=3.62, Synergy_Loewe=6.27, Synergy_HSA=0.899.